This data is from Full USPTO retrosynthesis dataset with 1.9M reactions from patents (1976-2016). The task is: Predict the reactants needed to synthesize the given product. (1) Given the product [Br:27][C:14]1[C:13]2[C:8](=[CH:9][CH:10]=[CH:11][CH:12]=2)[C:7]([O:16][CH3:17])=[C:6]([C:4]([N:3]([CH2:1][CH3:2])[CH2:18][CH3:19])=[O:5])[CH:15]=1, predict the reactants needed to synthesize it. The reactants are: [CH2:1]([N:3]([CH2:18][CH3:19])[C:4]([C:6]1[CH:15]=[CH:14][C:13]2[C:8](=[CH:9][CH:10]=[CH:11][CH:12]=2)[C:7]=1[O:16][CH3:17])=[O:5])[CH3:2].C1C(=O)N([Br:27])C(=O)C1.[K+].[Br-]. (2) Given the product [CH2:23]([O:22][C@@H:5]([CH2:6][C:7]1[CH:8]=[CH:9][C:10]([O:13][CH2:14][C:15]2[S:16][C:17]([C:32]3[CH:33]=[CH:34][C:29]([CH:26]([CH3:28])[CH3:27])=[CH:30][CH:31]=3)=[CH:18][C:19]=2[CH3:20])=[CH:11][CH:12]=1)[C:4]([OH:3])=[O:25])[CH3:24], predict the reactants needed to synthesize it. The reactants are: C([O:3][C:4](=[O:25])[C@@H:5]([O:22][CH2:23][CH3:24])[CH2:6][C:7]1[CH:12]=[CH:11][C:10]([O:13][CH2:14][C:15]2[S:16][C:17](Br)=[CH:18][C:19]=2[CH3:20])=[CH:9][CH:8]=1)C.[CH:26]([C:29]1[CH:34]=[CH:33][C:32](B(O)O)=[CH:31][CH:30]=1)([CH3:28])[CH3:27]. (3) Given the product [NH2:1][C:2]1[N:7]=[C:6]([S:8][C@H:9]([C:11]2[CH:12]=[C:13]([C:17]([OH:19])=[O:18])[CH:14]=[CH:15][CH:16]=2)[CH3:10])[C:5]([C:21]#[N:22])=[C:4]([C:23]2[CH:28]=[CH:27][C:26]([O:29][CH2:30][CH2:31][OH:32])=[CH:25][CH:24]=2)[C:3]=1[C:33]#[N:34], predict the reactants needed to synthesize it. The reactants are: [NH2:1][C:2]1[N:7]=[C:6]([S:8][C@H:9]([C:11]2[CH:12]=[C:13]([C:17]([O:19]C)=[O:18])[CH:14]=[CH:15][CH:16]=2)[CH3:10])[C:5]([C:21]#[N:22])=[C:4]([C:23]2[CH:28]=[CH:27][C:26]([O:29][CH2:30][CH2:31][OH:32])=[CH:25][CH:24]=2)[C:3]=1[C:33]#[N:34].[OH-].[Li+].Cl. (4) Given the product [C:1]([O:5][C:6]([N:8]1[CH2:14][CH2:13][CH2:12][CH:11]([NH:15][C:20](=[O:21])[C@@H:19]([NH:23][C:24]([C:26]2[N:27]([CH3:35])[C:28]3[C:33]([CH:34]=2)=[CH:32][CH:31]=[CH:30][CH:29]=3)=[O:25])[CH2:18][CH:17]([CH3:36])[CH3:16])[CH2:10][CH2:9]1)=[O:7])([CH3:4])([CH3:2])[CH3:3], predict the reactants needed to synthesize it. The reactants are: [C:1]([O:5][C:6]([N:8]1[CH2:14][CH2:13][CH2:12][CH:11]([NH2:15])[CH2:10][CH2:9]1)=[O:7])([CH3:4])([CH3:3])[CH3:2].[CH3:16][CH:17]([CH3:36])[CH2:18][C@H:19]([NH:23][C:24]([C:26]1[N:27]([CH3:35])[C:28]2[C:33]([CH:34]=1)=[CH:32][CH:31]=[CH:30][CH:29]=2)=[O:25])[C:20](O)=[O:21].C(Cl)CCl.ON1C(=O)C2C=CC=CC=2N=N1.CN1CCOCC1. (5) Given the product [CH3:33][C:27]1[CH:26]=[CH:25][C:24]2[C:29](=[CH:30][CH:31]=[CH:32][C:23]=2[O:22][CH2:21][CH2:20][N:13]2[CH2:14][CH2:15][C:10](=[CH:9][C:8]3[CH:16]=[CH:17][CH:18]=[C:6]([N:1]4[CH:5]=[CH:4][CH:3]=[N:2]4)[CH:7]=3)[CH2:11][CH2:12]2)[N:28]=1, predict the reactants needed to synthesize it. The reactants are: [N:1]1([C:6]2[CH:7]=[C:8]([CH:16]=[CH:17][CH:18]=2)[CH:9]=[C:10]2[CH2:15][CH2:14][NH:13][CH2:12][CH2:11]2)[CH:5]=[CH:4][CH:3]=[N:2]1.Br[CH2:20][CH2:21][O:22][C:23]1[CH:32]=[CH:31][CH:30]=[C:29]2[C:24]=1[CH:25]=[CH:26][C:27]([CH3:33])=[N:28]2. (6) Given the product [Cl:1][C:2]1[CH:29]=[CH:28][C:5]([CH2:6][NH:7][C:8]([C:10]2[C:11](=[O:27])[C:12]3[CH:19]=[C:18]([CH2:20][N:21]([CH2:22][CH:23]([OH:26])[CH2:24][S:38][C:33]4[CH:34]=[CH:35][CH:36]=[CH:37][C:32]=4[O:31][CH3:30])[CH3:39])[O:17][C:13]=3[N:14]([CH3:16])[CH:15]=2)=[O:9])=[CH:4][CH:3]=1, predict the reactants needed to synthesize it. The reactants are: [Cl:1][C:2]1[CH:29]=[CH:28][C:5]([CH2:6][NH:7][C:8]([C:10]2[C:11](=[O:27])[C:12]3[CH:19]=[C:18]([CH2:20][NH:21][CH2:22][CH:23]([OH:26])[CH2:24]Cl)[O:17][C:13]=3[N:14]([CH3:16])[CH:15]=2)=[O:9])=[CH:4][CH:3]=1.[CH3:30][O:31][C:32]1[CH:37]=[CH:36][CH:35]=[CH:34][C:33]=1[SH:38].[CH:39](N(C(C)C)CC)(C)C.[Na+].[Cl-].